Dataset: Reaction yield outcomes from USPTO patents with 853,638 reactions. Task: Predict the reaction yield, written as a fraction of the theoretical maximum amount of product (1.0 means a 100% yield; for example, 0.34 means a 34% yield). (1) The reactants are Cl[CH2:2][CH2:3][C:4]1([CH2:19][CH3:20])[C:9]2[NH:10][C:11]3[C:16]([C:8]=2[CH2:7][CH2:6][O:5]1)=[CH:15][CH:14]=[CH:13][C:12]=3[CH2:17][CH3:18].[SnH](CCCC)(CCCC)CCCC. The catalyst is C1(C)C=CC=CC=1. The product is [CH2:19]([C:4]1([CH2:3][CH3:2])[C:9]2[NH:10][C:11]3[C:16]([C:8]=2[CH2:7][CH2:6][O:5]1)=[CH:15][CH:14]=[CH:13][C:12]=3[CH2:17][CH3:18])[CH3:20]. The yield is 0.620. (2) The reactants are [CH3:1][I:2].[CH3:3][C:4]1[CH:9]=[CH:8][C:7]([OH:10])=[C:6]([CH:11]([C:20]2[CH:25]=[CH:24][CH:23]=[CH:22][CH:21]=2)[CH2:12][CH2:13][N:14]2[CH2:19][CH2:18][CH2:17][CH2:16][CH2:15]2)[CH:5]=1. The product is [I-:2].[OH:10][C:7]1[CH:8]=[CH:9][C:4]([CH3:3])=[CH:5][C:6]=1[CH:11]([C:20]1[CH:25]=[CH:24][CH:23]=[CH:22][CH:21]=1)[CH2:12][CH2:13][N+:14]1([CH3:1])[CH2:15][CH2:16][CH2:17][CH2:18][CH2:19]1. The catalyst is C(#N)C.CC(C)=O. The yield is 0.900. (3) The reactants are CN.[C:3]([C:5]1[CH:6]=[C:7]([C:11]#[C:12][C:13]2[CH:14]=[CH:15][C:16]([F:22])=[C:17]([CH:21]=2)[C:18]([OH:20])=O)[CH:8]=[N:9][CH:10]=1)#[N:4].O.O[N:25]1[C:29]2C=CC=CC=2N=N1. The catalyst is O1CCCC1.CN(C)C=O.C(OCC)(=O)C. The product is [C:3]([C:5]1[CH:6]=[C:7]([C:11]#[C:12][C:13]2[CH:14]=[CH:15][C:16]([F:22])=[C:17]([CH:21]=2)[C:18]([NH:25][CH3:29])=[O:20])[CH:8]=[N:9][CH:10]=1)#[N:4]. The yield is 0.680. (4) The reactants are Br[C:2]1[CH:3]=[CH:4][C:5]2[C:11]3[N:12]=[C:13]([NH:15][C:16]([CH3:20])([CH3:19])[CH2:17][OH:18])[S:14][C:10]=3[CH2:9][CH2:8][O:7][C:6]=2[CH:21]=1.[CH3:22][C:23]([OH:40])([CH3:39])[CH2:24][N:25]1[CH:29]=[C:28](B2OC(C)(C)C(C)(C)O2)[CH:27]=[N:26]1. No catalyst specified. The product is [OH:40][C:23]([CH3:39])([CH3:22])[CH2:24][N:25]1[CH:29]=[C:28]([C:2]2[CH:3]=[CH:4][C:5]3[C:11]4[N:12]=[C:13]([NH:15][C:16]([CH3:20])([CH3:19])[CH2:17][OH:18])[S:14][C:10]=4[CH2:9][CH2:8][O:7][C:6]=3[CH:21]=2)[CH:27]=[N:26]1. The yield is 0.180. (5) The reactants are N[C:2]1[C:10]([O:11][C:12]([F:15])([F:14])[F:13])=[CH:9][C:5]([C:6]([OH:8])=[O:7])=[CH:4][C:3]=1[Br:16].C(O)C.S(=O)(=O)(O)O.N([O-])=O.[Na+]. The catalyst is O. The product is [Br:16][C:3]1[CH:4]=[C:5]([CH:9]=[C:10]([O:11][C:12]([F:13])([F:14])[F:15])[CH:2]=1)[C:6]([OH:8])=[O:7]. The yield is 0.755. (6) The reactants are [C:1]1([C:7]2[CH:8]=[N:9][N:10]([CH:12]3[CH2:17][CH2:16][CH2:15][CH2:14][O:13]3)[CH:11]=2)[CH2:6][CH2:5][CH2:4][CH2:3][CH:2]=1.O.B1([O-])O[O:20]1.O.O.O.O.[Na+].S([O-])([O-])(=O)=S.[Na+].[Na+]. The catalyst is C1COCC1. The product is [O:13]1[CH2:14][CH2:15][CH2:16][CH2:17][CH:12]1[N:10]1[CH:11]=[C:7]([C@H:1]2[CH2:6][CH2:5][CH2:4][CH2:3][C@@H:2]2[OH:20])[CH:8]=[N:9]1. The yield is 0.710. (7) The reactants are [CH:1]([C:4]1[O:8][N:7]=[C:6]([N:9]2[CH2:14][CH2:13][NH:12][C@H:11]([CH3:15])[CH2:10]2)[N:5]=1)([CH3:3])[CH3:2].Cl[C:17]1[N:22]=[CH:21][C:20]([O:23][CH2:24][C:25]2[C:30]([C:31]#[N:32])=[CH:29][N:28]=[CH:27][CH:26]=2)=[CH:19][N:18]=1.C(N(CC)C(C)C)(C)C. The catalyst is CC(O)C. The product is [CH:1]([C:4]1[O:8][N:7]=[C:6]([N:9]2[CH2:14][CH2:13][N:12]([C:17]3[N:18]=[CH:19][C:20]([O:23][CH2:24][C:25]4[C:30]([C:31]#[N:32])=[CH:29][N:28]=[CH:27][CH:26]=4)=[CH:21][N:22]=3)[C@H:11]([CH3:15])[CH2:10]2)[N:5]=1)([CH3:3])[CH3:2]. The yield is 0.450. (8) The reactants are C[Si]([N-][Si](C)(C)C)(C)C.[N:10]1([CH2:16][C:17]2[CH:22]=[CH:21][C:20]([C:23]3[CH:24]=[C:25]([C:30]4[CH:35]=[CH:34][N:33]=[CH:32][C:31]=4[NH2:36])[C:26](F)=[N:27][CH:28]=3)=[CH:19][CH:18]=2)[CH2:15][CH2:14][CH2:13][CH2:12][CH2:11]1.O. The catalyst is C1COCC1. The product is [N:10]1([CH2:16][C:17]2[CH:22]=[CH:21][C:20]([C:23]3[CH:28]=[N:27][C:26]4[NH:36][C:31]5[CH:32]=[N:33][CH:34]=[CH:35][C:30]=5[C:25]=4[CH:24]=3)=[CH:19][CH:18]=2)[CH2:15][CH2:14][CH2:13][CH2:12][CH2:11]1. The yield is 0.420. (9) The reactants are Br[C:2]1[CH:3]=[N:4][CH:5]=[CH:6][C:7]=1[CH2:8][O:9][C:10]1[CH:11]=[N:12][C:13]([N:16]2[CH2:21][CH2:20][N:19]([C:22]3[N:26]=[C:25]([C@@H:27]([O:29][CH3:30])[CH3:28])[O:24][N:23]=3)[CH2:18][C@H:17]2[CH3:31])=[N:14][CH:15]=1.[C:32]([Zn]C#N)#[N:33].CC1(C)C2C=CC=C(P(C3C=CC=CC=3)C3C=CC=CC=3)C=2OC2C1=CC=CC=2P(C1C=CC=CC=1)C1C=CC=CC=1. The catalyst is C1C=CC(/C=C/C(/C=C/C2C=CC=CC=2)=O)=CC=1.C1C=CC(/C=C/C(/C=C/C2C=CC=CC=2)=O)=CC=1.C1C=CC(/C=C/C(/C=C/C2C=CC=CC=2)=O)=CC=1.[Pd].[Pd].[Zn]. The product is [CH3:30][O:29][C@H:27]([C:25]1[O:24][N:23]=[C:22]([N:19]2[CH2:20][CH2:21][N:16]([C:13]3[N:12]=[CH:11][C:10]([O:9][CH2:8][C:7]4[C:2]([C:32]#[N:33])=[CH:3][N:4]=[CH:5][CH:6]=4)=[CH:15][N:14]=3)[C@H:17]([CH3:31])[CH2:18]2)[N:26]=1)[CH3:28]. The yield is 0.780. (10) The reactants are [CH2:1]([C:5]1[N:6]([CH2:15][C:16]2[CH:21]=[CH:20][C:19]([C:22]3[C:23]([C:28]#[N:29])=[CH:24][CH:25]=[CH:26][CH:27]=3)=[CH:18][CH:17]=2)[C:7](=[O:14])[CH:8]=[C:9]([CH:11]2[CH2:13][CH2:12]2)[N:10]=1)[CH2:2][CH2:3][CH3:4].[Br:30]Br. The catalyst is C(O)(=O)C.C(OCC)(=O)C. The product is [Br:30][C:8]1[C:7](=[O:14])[N:6]([CH2:15][C:16]2[CH:17]=[CH:18][C:19]([C:22]3[C:23]([C:28]#[N:29])=[CH:24][CH:25]=[CH:26][CH:27]=3)=[CH:20][CH:21]=2)[C:5]([CH2:1][CH2:2][CH2:3][CH3:4])=[N:10][C:9]=1[CH:11]1[CH2:13][CH2:12]1. The yield is 0.800.